From a dataset of Merck oncology drug combination screen with 23,052 pairs across 39 cell lines. Regression. Given two drug SMILES strings and cell line genomic features, predict the synergy score measuring deviation from expected non-interaction effect. (1) Cell line: RKO. Drug 2: C#Cc1cccc(Nc2ncnc3cc(OCCOC)c(OCCOC)cc23)c1. Drug 1: N.N.O=C(O)C1(C(=O)O)CCC1.[Pt]. Synergy scores: synergy=8.79. (2) Drug 1: O=P1(N(CCCl)CCCl)NCCCO1. Drug 2: N#Cc1ccc(Cn2cncc2CN2CCN(c3cccc(Cl)c3)C(=O)C2)cc1. Cell line: UWB1289. Synergy scores: synergy=4.85. (3) Drug 1: COC12C(COC(N)=O)C3=C(C(=O)C(C)=C(N)C3=O)N1CC1NC12. Drug 2: O=C(CCCCCCC(=O)Nc1ccccc1)NO. Cell line: OVCAR3. Synergy scores: synergy=-2.44.